From a dataset of Forward reaction prediction with 1.9M reactions from USPTO patents (1976-2016). Predict the product of the given reaction. Given the reactants [CH2:1]([N:8]1[CH2:13][CH2:12][N:11](C(OC(C)(C)C)=O)[C@H:10]([CH2:21][N:22](CC2C=CC(OC)=CC=2OC)[C:23](=[O:32])[C:24]2[CH:29]=[CH:28][CH:27]=[CH:26][C:25]=2[O:30][CH3:31])[CH2:9]1)[C:2]1[CH:7]=[CH:6][CH:5]=[CH:4][CH:3]=1.C(O)(C(F)(F)F)=O.C(=O)(O)[O-].[Na+].C(=O)([O-])[O-].[K+].[K+], predict the reaction product. The product is: [CH2:1]([N:8]1[CH2:13][CH2:12][NH:11][C@H:10]([CH2:21][NH:22][C:23](=[O:32])[C:24]2[CH:29]=[CH:28][CH:27]=[CH:26][C:25]=2[O:30][CH3:31])[CH2:9]1)[C:2]1[CH:7]=[CH:6][CH:5]=[CH:4][CH:3]=1.